Dataset: Reaction yield outcomes from USPTO patents with 853,638 reactions. Task: Predict the reaction yield, written as a fraction of the theoretical maximum amount of product (1.0 means a 100% yield; for example, 0.34 means a 34% yield). (1) The reactants are [Li]CCCC.Br[C:7]1[CH:20]=[CH:19][C:10]([O:11][Si:12]([C:15]([CH3:18])([CH3:17])[CH3:16])([CH3:14])[CH3:13])=[CH:9][CH:8]=1.[CH3:21][O:22][C:23]([C:25]1[CH2:26][N:27]([C:39]([O:41][C:42]([CH3:45])([CH3:44])[CH3:43])=[O:40])[CH2:28][CH2:29][C:30]=1OS(C(F)(F)F)(=O)=O)=[O:24].[NH4+].[Cl-]. The catalyst is C1COCC1.[Cl-].[Cl-].[Zn+2].C1C=CC([P]([Pd]([P](C2C=CC=CC=2)(C2C=CC=CC=2)C2C=CC=CC=2)([P](C2C=CC=CC=2)(C2C=CC=CC=2)C2C=CC=CC=2)[P](C2C=CC=CC=2)(C2C=CC=CC=2)C2C=CC=CC=2)(C2C=CC=CC=2)C2C=CC=CC=2)=CC=1. The product is [CH3:21][O:22][C:23]([C:25]1[CH2:26][N:27]([C:39]([O:41][C:42]([CH3:45])([CH3:44])[CH3:43])=[O:40])[CH2:28][CH2:29][C:30]=1[C:7]1[CH:20]=[CH:19][C:10]([O:11][Si:12]([C:15]([CH3:18])([CH3:17])[CH3:16])([CH3:14])[CH3:13])=[CH:9][CH:8]=1)=[O:24]. The yield is 0.960. (2) The catalyst is [OH-].[K+].C(O)C. The reactants are [Br:1][C:2]1[CH:3]=[CH:4][C:5]([O:19][CH2:20][CH3:21])=[C:6](/[CH:8]=[CH:9]/[C:10]([C:12]2[CH:17]=[CH:16][CH:15]=[CH:14][C:13]=2[OH:18])=[O:11])[CH:7]=1.[OH:22]O. The product is [Br:1][C:2]1[CH:3]=[CH:4][C:5]([O:19][CH2:20][CH3:21])=[C:6]([C:8]2[O:18][C:13]3[C:12]([C:10](=[O:11])[C:9]=2[OH:22])=[CH:17][CH:16]=[CH:15][CH:14]=3)[CH:7]=1. The yield is 0.470. (3) The catalyst is C1COCC1. The product is [F:1][C:2]1[C:3]([NH:9][CH2:10][C:11]2[CH:16]=[CH:15][CH:14]=[CH:13][C:12]=2[F:17])=[N:4][C:5](=[O:8])[N:6]([C:19]([NH:18][C:21]2[CH:26]=[CH:25][CH:24]=[CH:23][CH:22]=2)=[O:20])[CH:7]=1. The yield is 0.680. The reactants are [F:1][C:2]1[C:3]([NH:9][CH2:10][C:11]2[CH:16]=[CH:15][CH:14]=[CH:13][C:12]=2[F:17])=[N:4][C:5]([OH:8])=[N:6][CH:7]=1.[N:18]([C:21]1[CH:26]=[CH:25][CH:24]=[CH:23][CH:22]=1)=[C:19]=[O:20]. (4) The reactants are [Mg].Cl[CH2:3][C:4]1[CH:12]=[CH:11][C:7]2[O:8][CH2:9][O:10][C:6]=2[CH:5]=1.CN(CCN(C)C)C.[Si:21]([O:28][C@H:29]([CH2:38][O:39][Si:40]([C:43]([CH3:46])([CH3:45])[CH3:44])([CH3:42])[CH3:41])/[CH:30]=[N:31]/[S:32]([C:34]([CH3:37])([CH3:36])[CH3:35])=[O:33])([C:24]([CH3:27])([CH3:26])[CH3:25])([CH3:23])[CH3:22]. The catalyst is C1COCC1.C(OCC)(=O)C.[Cl-].[NH4+].II. The product is [O:8]1[C:7]2[CH:11]=[CH:12][C:4]([CH2:3][C@@H:30]([NH:31][S:32]([C:34]([CH3:37])([CH3:36])[CH3:35])=[O:33])[C@H:29]([O:28][Si:21]([C:24]([CH3:26])([CH3:25])[CH3:27])([CH3:23])[CH3:22])[CH2:38][O:39][Si:40]([C:43]([CH3:46])([CH3:45])[CH3:44])([CH3:42])[CH3:41])=[CH:5][C:6]=2[O:10][CH2:9]1. The yield is 0.631. (5) The reactants are [Cl-].[NH4+].[CH3:3][O:4][C:5](=[O:20])[C:6]1[CH:11]=[CH:10][C:9]([NH:12][CH2:13][CH2:14][C:15]#[N:16])=[C:8]([N+:17]([O-])=O)[CH:7]=1. The catalyst is O.[Zn]. The product is [CH3:3][O:4][C:5](=[O:20])[C:6]1[CH:11]=[CH:10][C:9]([NH:12][CH2:13][CH2:14][C:15]#[N:16])=[C:8]([NH2:17])[CH:7]=1. The yield is 0.750.